Dataset: Reaction yield outcomes from USPTO patents with 853,638 reactions. Task: Predict the reaction yield, written as a fraction of the theoretical maximum amount of product (1.0 means a 100% yield; for example, 0.34 means a 34% yield). (1) The reactants are I[C:2]1[O:6][N:5]=[C:4]([C:7]2[CH:12]=[CH:11][CH:10]=[CH:9][N:8]=2)[CH:3]=1.CC1(C)C(C)(C)OB([C:21]2[CH:22]=[CH:23][C:24]3[CH2:31][C@H:30]4[C@:32]5([CH2:36][N:35]([CH2:37][C:38]([F:41])([F:40])[F:39])[S:34](=[O:43])(=[O:42])[NH:33]5)[C@H:27]([CH2:28][CH2:29]4)[CH2:26][C:25]=3[CH:44]=2)O1.C(=O)([O-])[O-].[K+].[K+]. The catalyst is C1(C)C=CC=CC=1.C(O)C.O.C(=O)(O)[O-].[Na+]. The yield is 0.690. The product is [N:8]1[CH:9]=[CH:10][CH:11]=[CH:12][C:7]=1[C:4]1[CH:3]=[C:2]([C:21]2[CH:22]=[CH:23][C:24]3[CH2:31][C@H:30]4[C@:32]5([CH2:36][N:35]([CH2:37][C:38]([F:41])([F:40])[F:39])[S:34](=[O:42])(=[O:43])[NH:33]5)[C@H:27]([CH2:28][CH2:29]4)[CH2:26][C:25]=3[CH:44]=2)[O:6][N:5]=1. (2) The reactants are [C:1]([C:3]1[CH:8]=[CH:7][N:6]=[CH:5][CH:4]=1)#[N:2].[CH:9]([C:12]1[CH:18]=[CH:17][C:15]([NH2:16])=[CH:14][CH:13]=1)([CH3:11])[CH3:10].[K+].[Br-]. No catalyst specified. The product is [CH:9]([C:12]1[CH:18]=[CH:17][C:15]([NH:16][C:1]([C:3]2[CH:8]=[CH:7][N:6]=[CH:5][CH:4]=2)=[NH:2])=[CH:14][CH:13]=1)([CH3:11])[CH3:10]. The yield is 0.904. (3) The product is [C:23]([O:27][C:28]([N:30]1[CH2:34][C:33](=[O:35])[CH:32]([CH2:36][C:37]2[CH:42]=[CH:41][CH:40]=[C:39]([NH:43][C:44]([O:46][C:47]([CH3:50])([CH3:49])[CH3:48])=[O:45])[N:38]=2)[CH2:31]1)=[O:29])([CH3:25])([CH3:26])[CH3:24]. The yield is 0.960. The reactants are CC(OI1(OC(C)=O)(OC(C)=O)OC(=O)C2C=CC=CC1=2)=O.[C:23]([O:27][C:28]([N:30]1[CH2:34][CH:33]([OH:35])[CH:32]([CH2:36][C:37]2[CH:42]=[CH:41][CH:40]=[C:39]([NH:43][C:44]([O:46][C:47]([CH3:50])([CH3:49])[CH3:48])=[O:45])[N:38]=2)[CH2:31]1)=[O:29])([CH3:26])([CH3:25])[CH3:24].[O-]S([O-])(=S)=O.[Na+].[Na+]. The catalyst is C(Cl)Cl. (4) The reactants are [CH:1]1([N:7]([CH:18]2[CH2:23][CH2:22][CH2:21][CH2:20][CH2:19]2)[C:8]([NH:10][C:11]2[S:12][C:13]([CH:16]=O)=[CH:14][N:15]=2)=[O:9])[CH2:6][CH2:5][CH2:4][CH2:3][CH2:2]1.Cl.[O:25]=[S:26]1(=[O:32])[CH2:31][CH2:30][NH:29][CH2:28][CH2:27]1.C(O[BH-](OC(=O)C)OC(=O)C)(=O)C.[Na+]. No catalyst specified. The product is [CH:1]1([N:7]([CH:18]2[CH2:23][CH2:22][CH2:21][CH2:20][CH2:19]2)[C:8]([NH:10][C:11]2[S:12][C:13]([CH2:16][N:29]3[CH2:30][CH2:31][S:26](=[O:32])(=[O:25])[CH2:27][CH2:28]3)=[CH:14][N:15]=2)=[O:9])[CH2:6][CH2:5][CH2:4][CH2:3][CH2:2]1. The yield is 0.180. (5) The reactants are [C:1]([O:5][C:6]([N:8]1[C:16]2[C:11](=[CH:12][C:13]([C:17](C)(C)[O:18][SiH2]C(C)(C)C)=[CH:14][CH:15]=2)[CH:10]=[C:9]1[C:26]1[C:27]2[S:40][C:39]([CH2:41][N:42]3[CH2:47][CH2:46][CH2:45][CH2:44][CH2:43]3)=[CH:38][C:28]=2[N:29]([C:31]([O:33][C:34]([CH3:37])([CH3:36])[CH3:35])=[O:32])[N:30]=1)=[O:7])([CH3:4])([CH3:3])[CH3:2].CCCC[N+](CCCC)(CCCC)CCCC.[F-]. The catalyst is O1CCCC1.C(OCC)(=O)C. The product is [C:1]([O:5][C:6]([N:8]1[C:16]2[C:11](=[CH:12][C:13]([CH2:17][OH:18])=[CH:14][CH:15]=2)[CH:10]=[C:9]1[C:26]1[C:27]2[S:40][C:39]([CH2:41][N:42]3[CH2:43][CH2:44][CH2:45][CH2:46][CH2:47]3)=[CH:38][C:28]=2[N:29]([C:31]([O:33][C:34]([CH3:37])([CH3:36])[CH3:35])=[O:32])[N:30]=1)=[O:7])([CH3:2])([CH3:3])[CH3:4]. The yield is 0.700. (6) The reactants are [CH3:1][C:2]([S:5](/[N:7]=[CH:8]/[C:9]1[CH:14]=[CH:13][C:12]([O:15][CH2:16][C:17]([F:20])([F:19])[F:18])=[CH:11][N:10]=1)=O)([CH3:4])[CH3:3].[CH:21]([Mg]Br)=[CH2:22]. The catalyst is O1CCCC1. The product is [C:2]([S:5][NH:7][C@@H:8]([C:9]1[CH:14]=[CH:13][C:12]([O:15][CH2:16][C:17]([F:20])([F:19])[F:18])=[CH:11][N:10]=1)[CH:21]=[CH2:22])([CH3:4])([CH3:3])[CH3:1]. The yield is 0.735. (7) The reactants are [CH3:1][O:2][C:3]1[CH:11]=[CH:10][C:9]([O:12][CH3:13])=[CH:8][C:4]=1[C:5]([OH:7])=O.Cl.[CH3:15][C:16]1[C:20]([CH2:21][N:22]2[CH:26]=[C:25]([NH2:27])[CH:24]=[N:23]2)=[C:19]([CH3:28])[O:18][N:17]=1. No catalyst specified. The product is [CH3:15][C:16]1[C:20]([CH2:21][N:22]2[CH:26]=[C:25]([NH:27][C:5](=[O:7])[C:4]3[CH:8]=[C:9]([O:12][CH3:13])[CH:10]=[CH:11][C:3]=3[O:2][CH3:1])[CH:24]=[N:23]2)=[C:19]([CH3:28])[O:18][N:17]=1. The yield is 0.130.